From a dataset of NCI-60 drug combinations with 297,098 pairs across 59 cell lines. Regression. Given two drug SMILES strings and cell line genomic features, predict the synergy score measuring deviation from expected non-interaction effect. Cell line: NCI-H460. Synergy scores: CSS=-3.43, Synergy_ZIP=1.28, Synergy_Bliss=-0.278, Synergy_Loewe=-3.19, Synergy_HSA=-3.13. Drug 1: CC1=C(C=C(C=C1)C(=O)NC2=CC(=CC(=C2)C(F)(F)F)N3C=C(N=C3)C)NC4=NC=CC(=N4)C5=CN=CC=C5. Drug 2: COC1=NC(=NC2=C1N=CN2C3C(C(C(O3)CO)O)O)N.